The task is: Predict the reaction yield, written as a fraction of the theoretical maximum amount of product (1.0 means a 100% yield; for example, 0.34 means a 34% yield).. This data is from Buchwald-Hartwig C-N cross coupling reaction yields with 55,370 reactions. (1) The reactants are Brc1ccccn1.Cc1ccc(N)cc1.O=S(=O)(O[Pd]1c2ccccc2-c2ccccc2N~1)C(F)(F)F.COc1ccc(OC)c(P(C(C)(C)C)C(C)(C)C)c1-c1c(C(C)C)cc(C(C)C)cc1C(C)C.CCN=P(N=P(N(C)C)(N(C)C)N(C)C)(N(C)C)N(C)C.Fc1cccc(F)c1-c1ccno1. No catalyst specified. The product is Cc1ccc(Nc2ccccn2)cc1. The yield is 0.280. (2) The reactants are FC(F)(F)c1ccc(I)cc1.Cc1ccc(N)cc1.O=S(=O)(O[Pd]1c2ccccc2-c2ccccc2N~1)C(F)(F)F.COc1ccc(OC)c(P(C(C)(C)C)C(C)(C)C)c1-c1c(C(C)C)cc(C(C)C)cc1C(C)C.CN1CCCN2CCCN=C12.CCOC(=O)c1cc(C)no1. No catalyst specified. The product is Cc1ccc(Nc2ccc(C(F)(F)F)cc2)cc1. The yield is 0.467.